From a dataset of Full USPTO retrosynthesis dataset with 1.9M reactions from patents (1976-2016). Predict the reactants needed to synthesize the given product. (1) Given the product [C:1]1([CH2:7][O:8][C:9]2[CH:10]=[C:11]([CH2:15][CH2:16][CH2:17][NH2:19])[CH:12]=[CH:13][CH:14]=2)[CH:2]=[CH:3][CH:4]=[CH:5][CH:6]=1, predict the reactants needed to synthesize it. The reactants are: [C:1]1([CH2:7][O:8][C:9]2[CH:10]=[C:11]([CH2:15][CH2:16][C:17]([NH2:19])=O)[CH:12]=[CH:13][CH:14]=2)[CH:6]=[CH:5][CH:4]=[CH:3][CH:2]=1.[H-].[H-].[H-].[H-].[Li+].[Al+3]. (2) Given the product [F:1][C:2]1[CH:7]=[C:6]([F:8])[CH:5]=[CH:4][C:3]=1[NH:9][C:10]([NH:12][C:13]1[CH:18]=[CH:17][C:16]([O:19][C:20]2[C:29]3[C:24](=[CH:25][C:26]([O:32][CH2:42][CH2:43][N:44]4[CH2:49][CH2:48][O:47][CH2:46][CH2:45]4)=[C:27]([O:30][CH3:31])[CH:28]=3)[N:23]=[CH:22][CH:21]=2)=[CH:15][C:14]=1[F:33])=[O:11], predict the reactants needed to synthesize it. The reactants are: [F:1][C:2]1[CH:7]=[C:6]([F:8])[CH:5]=[CH:4][C:3]=1[NH:9][C:10]([NH:12][C:13]1[CH:18]=[CH:17][C:16]([O:19][C:20]2[C:29]3[C:24](=[CH:25][C:26]([OH:32])=[C:27]([O:30][CH3:31])[CH:28]=3)[N:23]=[CH:22][CH:21]=2)=[CH:15][C:14]=1[F:33])=[O:11].C(=O)([O-])[O-].[K+].[K+].Cl.Cl[CH2:42][CH2:43][N:44]1[CH2:49][CH2:48][O:47][CH2:46][CH2:45]1.C(=O)([O-])O.[Na+]. (3) Given the product [NH2:1][C:2]1[C:21]([C:22](=[O:23])[NH:43][C:38]2[CH:39]=[N:40][CH:41]=[CH:42][C:37]=2[CH:34]2[CH2:36][CH2:35]2)=[C:5]2[N:6]=[C:7]3[CH2:13][CH2:12][N:11]([C:14]([O:16][C:17]([CH3:20])([CH3:19])[CH3:18])=[O:15])[CH2:10][C:8]3=[CH:9][N:4]2[N:3]=1, predict the reactants needed to synthesize it. The reactants are: [NH2:1][C:2]1[C:21]([C:22](ON2C3C=CC=CC=3N=N2)=[O:23])=[C:5]2[N:6]=[C:7]3[CH2:13][CH2:12][N:11]([C:14]([O:16][C:17]([CH3:20])([CH3:19])[CH3:18])=[O:15])[CH2:10][C:8]3=[CH:9][N:4]2[N:3]=1.[CH:34]1([C:37]2[CH:42]=[CH:41][N:40]=[CH:39][C:38]=2[NH2:43])[CH2:36][CH2:35]1. (4) The reactants are: [F:1][C:2]1[CH:9]=[CH:8][C:7]([NH:10][CH3:11])=[CH:6][C:3]=1[C:4]#N.[H-].C([Al+]CC(C)C)C(C)C.Cl.[OH-:23].[Na+]. Given the product [F:1][C:2]1[CH:9]=[CH:8][C:7]([NH:10][CH3:11])=[CH:6][C:3]=1[CH:4]=[O:23], predict the reactants needed to synthesize it. (5) Given the product [CH2:30]([C@H:10]1[CH2:9][NH:8][CH2:12][C@@H:11]1[CH2:13][N:14]([C:21]1[CH:26]=[CH:25][C:24]([Cl:27])=[C:23]([O:28][CH3:29])[CH:22]=1)[C:15]1[CH:20]=[CH:19][CH:18]=[CH:17][CH:16]=1)[C:31]1[CH:36]=[CH:35][CH:34]=[CH:33][CH:32]=1, predict the reactants needed to synthesize it. The reactants are: C(OC([N:8]1[CH2:12][C@H:11]([CH2:13][N:14]([C:21]2[CH:26]=[CH:25][C:24]([Cl:27])=[C:23]([O:28][CH3:29])[CH:22]=2)[C:15]2[CH:20]=[CH:19][CH:18]=[CH:17][CH:16]=2)[C@@H:10]([CH2:30][C:31]2[CH:36]=[CH:35][CH:34]=[CH:33][CH:32]=2)[CH2:9]1)=O)(C)(C)C.